This data is from Forward reaction prediction with 1.9M reactions from USPTO patents (1976-2016). The task is: Predict the product of the given reaction. (1) Given the reactants [CH3:1][CH:2]([SH:4])[CH3:3].[Br:5][C:6]1[CH:11]=[CH:10][C:9](F)=[C:8]([N+:13]([O-:15])=[O:14])[CH:7]=1.O, predict the reaction product. The product is: [Br:5][C:6]1[CH:11]=[CH:10][C:9]([S:4][CH:2]([CH3:3])[CH3:1])=[C:8]([N+:13]([O-:15])=[O:14])[CH:7]=1. (2) Given the reactants [CH2:1]([O:3][C:4](=[O:15])[C:5]1[CH:10]=[CH:9][C:8]([O:11][CH2:12][CH3:13])=[C:7]([OH:14])[CH:6]=1)[CH3:2].[Cl:16][C:17]1[CH:22]=[C:21]([Cl:23])[CH:20]=[CH:19][C:18]=1[CH2:24][CH2:25]O.C1(P(C2C=CC=CC=2)C2C=CC=CC=2)C=CC=CC=1.CCOC(/N=N/C(OCC)=O)=O, predict the reaction product. The product is: [CH2:1]([O:3][C:4](=[O:15])[C:5]1[CH:10]=[CH:9][C:8]([O:11][CH2:12][CH3:13])=[C:7]([O:14][CH2:25][CH2:24][C:18]2[CH:19]=[CH:20][C:21]([Cl:23])=[CH:22][C:17]=2[Cl:16])[CH:6]=1)[CH3:2]. (3) Given the reactants [Br:1][C:2]1[CH:3]=[C:4]([S:8](Cl)(=[O:10])=[O:9])[CH:5]=[CH:6][CH:7]=1.[CH3:12][N:13]1[CH2:18][CH2:17][NH:16][CH2:15][CH2:14]1.CCN(CC)CC, predict the reaction product. The product is: [Br:1][C:2]1[CH:3]=[C:4]([S:8]([N:16]2[CH2:17][CH2:18][N:13]([CH3:12])[CH2:14][CH2:15]2)(=[O:10])=[O:9])[CH:5]=[CH:6][CH:7]=1. (4) Given the reactants [ClH:1].[F:2][C:3]1[CH:8]=[CH:7][C:6]([C@@H:9]([N:11]2[CH2:16][CH2:15][CH2:14]/[C:13](=[CH:17]\[C:18]3[CH:23]=[CH:22][C:21]([N:24]4[CH:28]=[C:27]([CH3:29])[N:26]=[CH:25]4)=[C:20]([O:30][CH3:31])[CH:19]=3)/[C:12]2=[O:32])[CH3:10])=[CH:5][CH:4]=1, predict the reaction product. The product is: [OH2:30].[ClH:1].[ClH:1].[F:2][C:3]1[CH:8]=[CH:7][C:6]([C@@H:9]([N:11]2[CH2:16][CH2:15][CH2:14]/[C:13](=[CH:17]\[C:18]3[CH:23]=[CH:22][C:21]([N:24]4[CH:28]=[C:27]([CH3:29])[N:26]=[CH:25]4)=[C:20]([O:30][CH3:31])[CH:19]=3)/[C:12]2=[O:32])[CH3:10])=[CH:5][CH:4]=1.